From a dataset of Catalyst prediction with 721,799 reactions and 888 catalyst types from USPTO. Predict which catalyst facilitates the given reaction. Reactant: [F:1][C:2]1[N:10]=[C:9]2[C:5]([N:6]=[C:7]([CH2:11][C:12]3[C:20]([I:21])=[CH:19][C:15]4[O:16][CH2:17][O:18][C:14]=4[CH:13]=3)[NH:8]2)=[C:4]([NH2:22])[N:3]=1.Br[CH2:24][CH2:25][CH2:26][NH:27][C:28](=[O:34])[O:29][C:30]([CH3:33])([CH3:32])[CH3:31].C([O-])([O-])=O.[Cs+].[Cs+]. Product: [NH2:22][C:4]1[N:3]=[C:2]([F:1])[N:10]=[C:9]2[C:5]=1[N:6]=[C:7]([CH2:11][C:12]1[C:20]([I:21])=[CH:19][C:15]3[O:16][CH2:17][O:18][C:14]=3[CH:13]=1)[N:8]2[CH2:24][CH2:25][CH2:26][NH:27][C:28](=[O:34])[O:29][C:30]([CH3:33])([CH3:32])[CH3:31]. The catalyst class is: 3.